This data is from Full USPTO retrosynthesis dataset with 1.9M reactions from patents (1976-2016). The task is: Predict the reactants needed to synthesize the given product. (1) Given the product [Cl:1][C:2]1[CH:3]=[CH:4][C:5]([C@H:8]2[C@@H:12]([C:13]3[CH:14]=[CH:15][C:16]([Cl:19])=[CH:17][CH:18]=3)[N:11]([C:20]([N:45]3[CH2:44][CH2:43][N:42]([CH2:41][C:40]([N:34]4[CH2:35][CH2:36][O:37][CH2:38][CH2:39]4)=[O:48])[CH2:47][CH2:46]3)=[O:21])[C:10]([C:23]3[C:24]([O:31][CH2:32][CH3:33])=[N:25][C:26]([S:29][CH3:30])=[N:27][CH:28]=3)=[N:9]2)=[CH:6][CH:7]=1, predict the reactants needed to synthesize it. The reactants are: [Cl:1][C:2]1[CH:7]=[CH:6][C:5]([CH:8]2[CH:12]([C:13]3[CH:18]=[CH:17][C:16]([Cl:19])=[CH:15][CH:14]=3)[N:11]([C:20](Cl)=[O:21])[C:10]([C:23]3[C:24]([O:31][CH2:32][CH3:33])=[N:25][C:26]([S:29][CH3:30])=[N:27][CH:28]=3)=[N:9]2)=[CH:4][CH:3]=1.[N:34]1([C:40](=[O:48])[CH2:41][N:42]2[CH2:47][CH2:46][NH:45][CH2:44][CH2:43]2)[CH2:39][CH2:38][O:37][CH2:36][CH2:35]1. (2) Given the product [Br:1][C:2]1[CH:3]=[CH:4][C:5]2[O:14][C:13]3[C:12](=[O:15])[NH:11][C:10]([CH2:16][N:28]4[CH2:29][C@H:30]([OH:31])[C@@H:26]([OH:25])[CH2:27]4)=[N:9][C:8]=3[C:6]=2[CH:7]=1, predict the reactants needed to synthesize it. The reactants are: [Br:1][C:2]1[CH:3]=[CH:4][C:5]2[O:14][C:13]3[C:12](=[O:15])[NH:11][C:10]([CH2:16]Cl)=[N:9][C:8]=3[C:6]=2[CH:7]=1.[Si]([O:25][C@@H:26]1[C@@H:30]([O:31][Si](C(C)(C)C)(C)C)[CH2:29][NH:28][CH2:27]1)(C(C)(C)C)(C)C.Cl. (3) Given the product [F:27][C:11]1[CH:10]=[C:9]([CH:7]2[CH2:8][N:5]([C:1](=[O:3])[CH3:2])[CH2:6]2)[CH:14]=[CH:13][C:12]=1[N:15]([CH3:26])[C:16]1[N:21]=[CH:20][C:19]2[N:22]=[CH:23][N:24]([CH3:25])[C:18]=2[CH:17]=1, predict the reactants needed to synthesize it. The reactants are: [C:1](Cl)(=[O:3])[CH3:2].[NH:5]1[CH2:8][CH:7]([C:9]2[CH:14]=[CH:13][C:12]([N:15]([CH3:26])[C:16]3[N:21]=[CH:20][C:19]4[N:22]=[CH:23][N:24]([CH3:25])[C:18]=4[CH:17]=3)=[C:11]([F:27])[CH:10]=2)[CH2:6]1.C(N(CC)CC)C. (4) Given the product [Cl:1][C:2]1[CH:3]=[C:4]([CH:7]=[C:8]([O:10][C:11]2[C:12](=[O:18])[NH:13][CH:14]=[C:15]([Cl:19])[C:16]=2[Cl:17])[CH:9]=1)[C:5]#[N:6], predict the reactants needed to synthesize it. The reactants are: [Cl:1][C:2]1[CH:3]=[C:4]([CH:7]=[C:8]([O:10][C:11]2[C:12]([OH:18])=[N:13][CH:14]=[CH:15][C:16]=2[Cl:17])[CH:9]=1)[C:5]#[N:6].[Cl:19]N1C(=O)CCC1=O. (5) Given the product [CH2:11]([C:10]1[C:3]2[C:2]([NH:22][C:20]3[CH:21]=[C:16]4[CH:15]=[N:14][NH:13][C:17]4=[CH:18][N:19]=3)=[N:7][CH:6]=[N:5][C:4]=2[NH:8][CH:9]=1)[CH3:12], predict the reactants needed to synthesize it. The reactants are: Cl[C:2]1[C:3]2[C:10]([CH2:11][CH3:12])=[CH:9][NH:8][C:4]=2[N:5]=[CH:6][N:7]=1.[NH:13]1[C:17]2=[CH:18][N:19]=[C:20]([NH2:22])[CH:21]=[C:16]2[CH:15]=[N:14]1.Cl. (6) Given the product [N:15]1([C:21]2[C:29]([CH2:30][C:32]3[N:37]=[C:36]([C:38]([O:40][CH3:41])=[O:39])[CH:35]=[CH:34][CH:33]=3)=[C:24]3[CH:25]=[CH:26][CH:27]=[CH:28][N:23]3[N:22]=2)[CH2:20][CH2:19][O:18][CH2:17][CH2:16]1, predict the reactants needed to synthesize it. The reactants are: FC(F)(F)C(O)=O.C([SiH](CC)CC)C.[N:15]1([C:21]2[CH:29]=[C:24]3[CH:25]=[CH:26][CH:27]=[CH:28][N:23]3[N:22]=2)[CH2:20][CH2:19][O:18][CH2:17][CH2:16]1.[CH:30]([C:32]1[N:37]=[C:36]([C:38]([O:40][CH3:41])=[O:39])[CH:35]=[CH:34][CH:33]=1)=O.C(=O)(O)[O-].[Na+]. (7) Given the product [Br:1][C:2]1[CH:10]=[CH:9][C:5]([C:6]([OH:8])=[O:7])=[C:4]([NH:15][CH:12]([CH3:14])[CH3:13])[CH:3]=1, predict the reactants needed to synthesize it. The reactants are: [Br:1][C:2]1[CH:10]=[CH:9][C:5]([C:6]([OH:8])=[O:7])=[C:4](F)[CH:3]=1.[CH:12]([NH2:15])([CH3:14])[CH3:13].Cl.